From a dataset of Forward reaction prediction with 1.9M reactions from USPTO patents (1976-2016). Predict the product of the given reaction. Given the reactants [H-].[Na+].[CH3:3]N(C)C=O.[C:8]([O:12][C:13]([NH:15][C:16]1[CH:17]=[C:18]([C:22]2[CH:34]=[CH:33][C:25]([C:26]([O:28][C:29]([CH3:32])([CH3:31])[CH3:30])=[O:27])=[C:24]([N+:35]([O-:37])=[O:36])[CH:23]=2)[CH:19]=[CH:20][CH:21]=1)=[O:14])([CH3:11])([CH3:10])[CH3:9].CI, predict the reaction product. The product is: [C:8]([O:12][C:13]([N:15]([CH3:3])[C:16]1[CH:17]=[C:18]([C:22]2[CH:34]=[CH:33][C:25]([C:26]([O:28][C:29]([CH3:30])([CH3:31])[CH3:32])=[O:27])=[C:24]([N+:35]([O-:37])=[O:36])[CH:23]=2)[CH:19]=[CH:20][CH:21]=1)=[O:14])([CH3:9])([CH3:10])[CH3:11].